From a dataset of Full USPTO retrosynthesis dataset with 1.9M reactions from patents (1976-2016). Predict the reactants needed to synthesize the given product. (1) The reactants are: [CH3:1][O:2][C:3](=[O:27])[C:4]1[CH:9]=[CH:8][C:7](C(C2C(O)=CC3C(C)(C)CCC(C)(C)C=3C=2)=O)=[CH:6][CH:5]=1.[H-].[Na+].BrCCCC. Given the product [CH3:1][O:2][C:3](=[O:27])[C:4]1[CH:9]=[CH:8][CH:7]=[CH:6][CH:5]=1, predict the reactants needed to synthesize it. (2) Given the product [F:40][C:35]1[CH:36]=[CH:37][CH:38]=[CH:39][C:34]=1[CH2:33][N:26]1[C:27]2=[N:28][CH:29]=[CH:30][CH:31]=[C:32]2[C:24]([C:9]2[N:8]=[C:7]3[C:12]([N:13]([CH2:16][C:17]([F:22])([F:23])[C:18]([F:19])([F:20])[F:21])[C:14](=[O:15])[NH:6]3)=[CH:11][N:10]=2)=[N:25]1, predict the reactants needed to synthesize it. The reactants are: COC1C=C(OC)C=CC=1C[N:6]1[C:14](=[O:15])[N:13]([CH2:16][C:17]([F:23])([F:22])[C:18]([F:21])([F:20])[F:19])[C:12]2[C:7]1=[N:8][C:9]([C:24]1[C:32]3[C:27](=[N:28][CH:29]=[CH:30][CH:31]=3)[N:26]([CH2:33][C:34]3[CH:39]=[CH:38][CH:37]=[CH:36][C:35]=3[F:40])[N:25]=1)=[N:10][CH:11]=2.C([SiH](CC)CC)C.O.C(=O)([O-])O.[Na+]. (3) The reactants are: [CH2:1]([O:8][CH2:9][C@@H:10]([NH:14][C:15](=[O:27])[C:16]([NH:19][C:20]([O:22][C:23]([CH3:26])([CH3:25])[CH3:24])=[O:21])([CH3:18])[CH3:17])[C:11](O)=[O:12])[C:2]1[CH:7]=[CH:6][CH:5]=[CH:4][CH:3]=1.[CH3:28][N:29]1[CH2:33][C@H:32]([C:34]2[CH:39]=[CH:38][CH:37]=[CH:36][CH:35]=2)[C@:31]2([CH2:44][CH2:43][CH2:42][NH:41][CH2:40]2)[C:30]1=[O:45].CN1C[C@@H](C2C=CC=CC=2)[C@@]2(CCCNC2)C1=O.CCN(C(C)C)C(C)C.C(P1(=O)OP(CCC)(=O)OP(CCC)(=O)O1)CC. Given the product [CH2:1]([O:8][CH2:9][C@@H:10]([NH:14][C:15](=[O:27])[C:16]([NH:19][C:20](=[O:21])[O:22][C:23]([CH3:24])([CH3:26])[CH3:25])([CH3:18])[CH3:17])[C:11]([N:41]1[CH2:42][CH2:43][CH2:44][C:31]2([C:30](=[O:45])[N:29]([CH3:28])[CH2:33][CH:32]2[C:34]2[CH:35]=[CH:36][CH:37]=[CH:38][CH:39]=2)[CH2:40]1)=[O:12])[C:2]1[CH:3]=[CH:4][CH:5]=[CH:6][CH:7]=1, predict the reactants needed to synthesize it. (4) Given the product [C:30]([C:2]1[C:28]([F:29])=[CH:27][C:5]2[O:6][C:7]3[CH:25]=[C:24]([F:26])[CH:23]=[CH:22][C:8]=3[C@H:9]3[C@H:14]([NH:15][C:16](=[O:21])[C:17]([F:20])([F:18])[F:19])[CH2:13][CH2:12][CH2:11][N:10]3[C:4]=2[CH:3]=1)#[N:31], predict the reactants needed to synthesize it. The reactants are: Br[C:2]1[C:28]([F:29])=[CH:27][C:5]2[O:6][C:7]3[CH:25]=[C:24]([F:26])[CH:23]=[CH:22][C:8]=3[C@H:9]3[C@H:14]([NH:15][C:16](=[O:21])[C:17]([F:20])([F:19])[F:18])[CH2:13][CH2:12][CH2:11][N:10]3[C:4]=2[CH:3]=1.[C:30]([Cu])#[N:31].CN1C(=O)CCC1.O. (5) Given the product [Cl:14][C:10]1[CH:9]=[C:8]([C:6]2[N:7]=[C:2]([NH:18][C:19]3[CH:20]=[CH:21][C:22]([CH2:25][CH2:26][CH2:27][OH:28])=[CH:23][CH:24]=3)[C:3]3[CH2:17][CH2:16][CH2:15][C:4]=3[N:5]=2)[CH:13]=[CH:12][CH:11]=1, predict the reactants needed to synthesize it. The reactants are: Cl[C:2]1[C:3]2[CH2:17][CH2:16][CH2:15][C:4]=2[N:5]=[C:6]([C:8]2[CH:13]=[CH:12][CH:11]=[C:10]([Cl:14])[CH:9]=2)[N:7]=1.[NH2:18][C:19]1[CH:24]=[CH:23][C:22]([CH2:25][CH2:26][CH2:27][OH:28])=[CH:21][CH:20]=1.[OH-].[Li+]. (6) The reactants are: [CH2:1]([NH:3][C:4]1[CH:13]=[CH:12][C:11]([N+:14]([O-:16])=[O:15])=[CH:10][C:5]=1[C:6]([O:8]C)=O)[CH3:2].[NH2:17][C:18](N)=[O:19]. Given the product [CH2:1]([N:3]1[C:4]2[C:5](=[CH:10][C:11]([N+:14]([O-:16])=[O:15])=[CH:12][CH:13]=2)[C:6](=[O:8])[NH:17][C:18]1=[O:19])[CH3:2], predict the reactants needed to synthesize it. (7) Given the product [CH3:1][N:2]1[C:11](=[O:12])[C:10]2[N:9]([CH2:13][C:14]3[CH:19]=[CH:18][CH:17]=[CH:16][C:15]=3[C:20]#[N:21])[C:8]([Cl:30])=[N:7][C:6]=2[N:5]([CH2:22][O:23][CH2:24][CH2:25][Si:26]([CH3:28])([CH3:27])[CH3:29])[C:3]1=[O:4], predict the reactants needed to synthesize it. The reactants are: [CH3:1][N:2]1[C:11](=[O:12])[C:10]2[N:9]([CH2:13][C:14]3[CH:19]=[CH:18][CH:17]=[CH:16][C:15]=3[C:20]#[N:21])[CH:8]=[N:7][C:6]=2[N:5]([CH2:22][O:23][CH2:24][CH2:25][Si:26]([CH3:29])([CH3:28])[CH3:27])[C:3]1=[O:4].[Cl:30]N1C(=O)CCC1=O. (8) Given the product [Cl:1][C:2]1[CH:3]=[C:4]2[C:10]([C:11]3[N:16]=[C:15]([NH:17][C@H:18]4[CH2:23][CH2:22][CH2:21][C@@H:20]([N:24]5[C:40](=[O:41])[NH:39][C:38](=[O:37])[O:25]5)[CH2:19]4)[C:14]([F:26])=[CH:13][N:12]=3)=[CH:9][NH:8][C:5]2=[N:6][CH:7]=1, predict the reactants needed to synthesize it. The reactants are: [Cl:1][C:2]1[CH:3]=[C:4]2[C:10]([C:11]3[N:16]=[C:15]([NH:17][C@H:18]4[CH2:23][CH2:22][CH2:21][C@@H:20]([NH:24][OH:25])[CH2:19]4)[C:14]([F:26])=[CH:13][N:12]=3)=[CH:9][N:8](S(C3C=CC(C)=CC=3)(=O)=O)[C:5]2=[N:6][CH:7]=1.[O:37]=[C:38]=[N:39][C:40](Cl)=[O:41].C(Cl)Cl.C[O-].[Na+].